This data is from Forward reaction prediction with 1.9M reactions from USPTO patents (1976-2016). The task is: Predict the product of the given reaction. Given the reactants F[C:2]1[CH:7]=[C:6]([F:8])[CH:5]=[CH:4][C:3]=1[C:9]1[N:14]=[CH:13][N:12]=[C:11]([NH:15][C:16]2[CH:17]=[C:18]([CH:29]=[CH:30][CH:31]=2)[CH2:19][S:20](=[N:23]C(=O)OCC)([CH3:22])=[O:21])[N:10]=1.[F:32][C:33]1[CH:38]=[C:37]([F:39])[C:36]([F:40])=[CH:35][C:34]=1[CH2:41][OH:42], predict the reaction product. The product is: [F:8][C:6]1[CH:5]=[CH:4][C:3]([C:9]2[N:14]=[CH:13][N:12]=[C:11]([NH:15][C:16]3[CH:31]=[CH:30][CH:29]=[C:18]([CH2:19][S:20]([CH3:22])(=[NH:23])=[O:21])[CH:17]=3)[N:10]=2)=[C:2]([O:42][CH2:41][C:34]2[CH:35]=[C:36]([F:40])[C:37]([F:39])=[CH:38][C:33]=2[F:32])[CH:7]=1.